This data is from Full USPTO retrosynthesis dataset with 1.9M reactions from patents (1976-2016). The task is: Predict the reactants needed to synthesize the given product. Given the product [CH2:1]([O:8][C:9]1[CH:10]=[C:11]2[C:16](=[CH:17][C:18]=1[O:19][CH3:20])[CH:15](/[CH:21]=[CH:51]/[C:50]1[CH:53]=[CH:54][C:47]([S:44]([CH3:43])(=[O:46])=[O:45])=[CH:48][CH:49]=1)[NH:14][CH2:13][CH2:12]2)[C:2]1[CH:7]=[CH:6][CH:5]=[CH:4][CH:3]=1, predict the reactants needed to synthesize it. The reactants are: [CH2:1]([O:8][C:9]1[CH:10]=[C:11]2[C:16](=[CH:17][C:18]=1[O:19][CH3:20])[CH:15]([CH2:21]S(C1N(C3C=CC=CC=3)N=NN=1)(=O)=O)[N:14](C(OC(C)(C)C)=O)[CH2:13][CH2:12]2)[C:2]1[CH:7]=[CH:6][CH:5]=[CH:4][CH:3]=1.[CH3:43][S:44]([C:47]1[CH:54]=[CH:53][C:50]([CH:51]=O)=[CH:49][CH:48]=1)(=[O:46])=[O:45].C[Si]([N-][Si](C)(C)C)(C)C.[Li+].